From a dataset of Forward reaction prediction with 1.9M reactions from USPTO patents (1976-2016). Predict the product of the given reaction. (1) Given the reactants [CH3:1][O:2][C:3]1[CH:4]=[C:5]([CH:31]=[CH:32][C:33]=1[O:34][CH3:35])[CH2:6][CH:7]1[C:16]2[C:11](=[C:12]([O:18][CH3:19])[CH:13]=[CH:14][C:15]=2[OH:17])[CH2:10][CH2:9][N:8]1[CH2:20][C:21]([NH:23][CH2:24][C:25]1[CH:30]=[CH:29][CH:28]=[CH:27][N:26]=1)=[O:22].[CH2:36](Br)[CH2:37][CH3:38], predict the reaction product. The product is: [CH3:1][O:2][C:3]1[CH:4]=[C:5]([CH:31]=[CH:32][C:33]=1[O:34][CH3:35])[CH2:6][CH:7]1[C:16]2[C:11](=[C:12]([O:18][CH3:19])[CH:13]=[CH:14][C:15]=2[O:17][CH2:36][CH2:37][CH3:38])[CH2:10][CH2:9][N:8]1[CH2:20][C:21]([NH:23][CH2:24][C:25]1[CH:30]=[CH:29][CH:28]=[CH:27][N:26]=1)=[O:22]. (2) Given the reactants [OH:1][CH2:2][C:3]1[CH:11]=[CH:10][C:9]([CH3:12])=[CH:8][C:4]=1[C:5]([OH:7])=[O:6], predict the reaction product. The product is: [CH:2]([C:3]1[CH:11]=[CH:10][C:9]([CH3:12])=[CH:8][C:4]=1[C:5]([OH:7])=[O:6])=[O:1]. (3) The product is: [CH3:21][C:12]1[N:13]=[C:14]2[CH:19]=[C:18]([CH3:20])[CH:17]=[CH:16][N:15]2[C:11]=1[CH2:9][NH:8][C:4]1[CH:3]=[C:2]([CH3:1])[CH:7]=[CH:6][N:5]=1. Given the reactants [CH3:1][C:2]1[CH:7]=[CH:6][N:5]=[C:4]([NH:8][C:9]([C:11]2[N:15]3[CH:16]=[CH:17][C:18]([CH3:20])=[CH:19][C:14]3=[N:13][C:12]=2[CH3:21])=O)[CH:3]=1.[H-].[Al+3].[Li+].[H-].[H-].[H-].[OH-].[K+], predict the reaction product. (4) Given the reactants [Cl:1][C:2]1[N:7]=[C:6]([CH2:8][C:9]([C:11]2[CH:12]=[C:13]([NH:17][C:18](=[O:27])[C:19]3[C:24]([F:25])=[CH:23][CH:22]=[CH:21][C:20]=3[F:26])[CH:14]=[CH:15][CH:16]=2)=O)[CH:5]=[CH:4][N:3]=1.[CH3:28][CH:29]([CH3:33])[C:30](=[S:32])[NH2:31], predict the reaction product. The product is: [Cl:1][C:2]1[N:7]=[C:6]([C:8]2[S:32][C:30]([CH:29]([CH3:33])[CH3:28])=[N:31][C:9]=2[C:11]2[CH:12]=[C:13]([NH:17][C:18](=[O:27])[C:19]3[C:24]([F:25])=[CH:23][CH:22]=[CH:21][C:20]=3[F:26])[CH:14]=[CH:15][CH:16]=2)[CH:5]=[CH:4][N:3]=1. (5) Given the reactants [O:1]=[S:2]1(=[O:19])[CH2:6][CH2:5][CH2:4][N:3]1[C:7]([C:10]1[CH:18]=[CH:17][C:13]([C:14]([OH:16])=O)=[CH:12][CH:11]=1)([CH3:9])[CH3:8].[CH:20]1([C:23]2[CH:24]=[C:25]([CH3:35])[C:26]([N:29]3[CH2:34][CH2:33][NH:32][CH2:31][CH2:30]3)=[N:27][CH:28]=2)[CH2:22][CH2:21]1, predict the reaction product. The product is: [CH:20]1([C:23]2[CH:24]=[C:25]([CH3:35])[C:26]([N:29]3[CH2:30][CH2:31][N:32]([C:14]([C:13]4[CH:12]=[CH:11][C:10]([C:7]([N:3]5[CH2:4][CH2:5][CH2:6][S:2]5(=[O:1])=[O:19])([CH3:8])[CH3:9])=[CH:18][CH:17]=4)=[O:16])[CH2:33][CH2:34]3)=[N:27][CH:28]=2)[CH2:22][CH2:21]1. (6) Given the reactants CC1(C)C(C)(C)OB([C:9]2[CH:10]=[C:11]3[C:16](=[C:17]([O:19]COCC[Si](C)(C)C)[CH:18]=2)[N:15]=[CH:14][N:13](COCC[Si](C)(C)C)[C:12]3=[O:36])O1.Br[C:39]1[CH:44]=[C:43]([CH3:45])[CH:42]=[CH:41][C:40]=1[C:46]1[CH:51]=[CH:50][C:49]([C:52]([F:55])([F:54])[F:53])=[CH:48][CH:47]=1.FC1C=C(I)C=C(F)C=1F.C(=O)([O-])[O-].[K+].[K+], predict the reaction product. The product is: [OH:19][C:17]1[CH:18]=[C:9]([C:39]2[CH:44]=[C:43]([CH3:45])[CH:42]=[CH:41][C:40]=2[C:46]2[CH:51]=[CH:50][C:49]([C:52]([F:53])([F:55])[F:54])=[CH:48][CH:47]=2)[CH:10]=[C:11]2[C:16]=1[N:15]=[CH:14][NH:13][C:12]2=[O:36]. (7) Given the reactants [C:1]([O:5][C:6](=[O:48])[NH:7][C@H:8]([C@@H:29]1[O:33][C:32](=[O:34])[N:31]([C:35]2([C:38]3[CH:43]=[CH:42][CH:41]=[C:40]([C:44]([CH3:47])([CH3:46])[CH3:45])[CH:39]=3)[CH2:37][CH2:36]2)[CH2:30]1)[CH2:9][C:10]1[CH:15]=[CH:14][C:13]([NH:16][C:17](=O)[CH2:18][C:19]([C:21]2[CH:26]=[CH:25][C:24]([F:27])=[CH:23][CH:22]=2)=[O:20])=[CH:12][CH:11]=1)([CH3:4])([CH3:3])[CH3:2].COC1C=CC(P2(SP(C3C=CC(OC)=CC=3)(=S)S2)=[S:58])=CC=1, predict the reaction product. The product is: [C:1]([O:5][C:6](=[O:48])[NH:7][C@H:8]([C@@H:29]1[O:33][C:32](=[O:34])[N:31]([C:35]2([C:38]3[CH:43]=[CH:42][CH:41]=[C:40]([C:44]([CH3:47])([CH3:46])[CH3:45])[CH:39]=3)[CH2:37][CH2:36]2)[CH2:30]1)[CH2:9][C:10]1[CH:15]=[CH:14][C:13]([NH:16]/[C:17](/[SH:58])=[CH:18]/[C:19]([C:21]2[CH:26]=[CH:25][C:24]([F:27])=[CH:23][CH:22]=2)=[O:20])=[CH:12][CH:11]=1)([CH3:4])([CH3:3])[CH3:2].